This data is from Full USPTO retrosynthesis dataset with 1.9M reactions from patents (1976-2016). The task is: Predict the reactants needed to synthesize the given product. (1) Given the product [O:16]=[C:14]([N:32]1[CH2:31][CH2:30][C:27]2([CH2:26][N:25]([C:22]3[CH:21]=[CH:20][N:19]=[CH:24][CH:23]=3)[CH2:29][CH2:28]2)[CH2:34][CH2:33]1)[CH2:13][N:10]1[CH2:9][CH2:8][CH:7]([O:6][CH2:5][C:4]([O:3][CH2:1][CH3:2])=[O:17])[CH2:12][CH2:11]1, predict the reactants needed to synthesize it. The reactants are: [CH2:1]([O:3][C:4](=[O:17])[CH2:5][O:6][CH:7]1[CH2:12][CH2:11][N:10]([CH2:13][C:14]([OH:16])=O)[CH2:9][CH2:8]1)[CH3:2].Cl.[N:19]1[CH:24]=[CH:23][C:22]([N:25]2[CH2:29][CH2:28][C:27]3([CH2:34][CH2:33][NH:32][CH2:31][CH2:30]3)[CH2:26]2)=[CH:21][CH:20]=1.CN(C(ON1N=NC2C=CC=NC1=2)=[N+](C)C)C.F[P-](F)(F)(F)(F)F.CCN(C(C)C)C(C)C. (2) The reactants are: [F:1][C:2]([F:16])([F:15])[C:3]1[CH:4]=[C:5]([CH:8]=[C:9]([C:11]([F:14])([F:13])[F:12])[CH:10]=1)[CH:6]=[O:7].[H][H]. Given the product [F:1][C:2]([F:15])([F:16])[C:3]1[CH:4]=[C:5]([CH:8]=[C:9]([C:11]([F:14])([F:12])[F:13])[CH:10]=1)[CH2:6][OH:7], predict the reactants needed to synthesize it. (3) Given the product [C:1]([C:5]1[CH:6]=[C:7]([C:10]([O:13][CH3:14])=[CH:11][N:12]=1)[C:8]([OH:18])=[O:15])([CH3:4])([CH3:3])[CH3:2], predict the reactants needed to synthesize it. The reactants are: [C:1]([C:5]1[CH:6]=[C:7]([C:10]([O:13][CH3:14])=[CH:11][N:12]=1)[C:8]#N)([CH3:4])([CH3:3])[CH3:2].[OH-:15].[Na+].S(=O)(=O)(O)[OH:18]. (4) Given the product [NH:18]1[C:19]2[CH:31]=[CH:30][CH:29]=[CH:28][C:20]=2[N:21]=[C:17]1[C:15]([C:12]1[CH:13]=[CH:14][C:9]([O:8][C:3]2[C:2]([N:32]3[CH2:37][CH2:36][CH2:35][CH2:34][CH2:33]3)=[CH:7][CH:6]=[CH:5][N:4]=2)=[CH:10][CH:11]=1)=[O:16], predict the reactants needed to synthesize it. The reactants are: Br[C:2]1[C:3]([O:8][C:9]2[CH:14]=[CH:13][C:12]([C:15]([C:17]3[N:21](C4CCCCO4)[C:20]4[CH:28]=[CH:29][CH:30]=[CH:31][C:19]=4[N:18]=3)=[O:16])=[CH:11][CH:10]=2)=[N:4][CH:5]=[CH:6][CH:7]=1.[NH:32]1[CH2:37][CH2:36][CH2:35][CH2:34][CH2:33]1.C(=O)([O-])[O-].[Cs+].[Cs+].C1C=CC(P(C2C=CC3C(=CC=CC=3)C=2C2C3C(=CC=CC=3)C=CC=2P(C2C=CC=CC=2)C2C=CC=CC=2)C2C=CC=CC=2)=CC=1.C(O)(C(F)(F)F)=O.N. (5) Given the product [Cl:18][C:19]1[CH:20]=[C:21]([C:27]([F:28])([F:29])[F:30])[CH:22]=[C:23]([F:26])[C:24]=1[O:1][C:2]1[CH:6]=[C:5]([CH3:7])[N:4]([C:8]([O:10][CH3:11])=[O:9])[N:3]=1, predict the reactants needed to synthesize it. The reactants are: [OH:1][C:2]1[CH:6]=[C:5]([CH3:7])[N:4]([C:8]([O:10][CH3:11])=[O:9])[N:3]=1.C(=O)([O-])[O-].[K+].[K+].[Cl:18][C:19]1[CH:20]=[C:21]([C:27]([F:30])([F:29])[F:28])[CH:22]=[C:23]([F:26])[C:24]=1F.Cl. (6) Given the product [Cl:21][C:12]1[C:11]([I:1])=[CH:19][C:18]([Cl:20])=[CH:17][C:13]=1[C:14]([OH:16])=[O:15], predict the reactants needed to synthesize it. The reactants are: [I:1]I.C(ON=O)(C)(C)C.N[C:11]1[C:12]([Cl:21])=[C:13]([CH:17]=[C:18]([Cl:20])[CH:19]=1)[C:14]([OH:16])=[O:15].O. (7) The reactants are: [CH2:1]([O:3][C:4]([C:6]1[CH2:7][CH2:8][N:9]([CH2:17][C:18]2[CH:23]=[CH:22][CH:21]=[CH:20][CH:19]=2)[CH2:10][C:11]=1[C:12]1[CH:16]=[CH:15][S:14][CH:13]=1)=[O:5])[CH3:2]. Given the product [CH2:1]([O:3][C:4]([CH:6]1[CH2:7][CH2:8][N:9]([CH2:17][C:18]2[CH:19]=[CH:20][CH:21]=[CH:22][CH:23]=2)[CH2:10][CH:11]1[C:12]1[CH:16]=[CH:15][S:14][CH:13]=1)=[O:5])[CH3:2], predict the reactants needed to synthesize it.